Dataset: Forward reaction prediction with 1.9M reactions from USPTO patents (1976-2016). Task: Predict the product of the given reaction. (1) Given the reactants BrC1C=CC=CC=1[C@H](O)[C@H](C1C=CC=CC=1Br)[OH:10].O.[CH3:20][O:21][C:22]1[CH:42]=[CH:41][C:25]2[NH:26][C:27]([S:29][CH2:30][C:31]3[C:36]([CH3:37])=[C:35]([O:38][CH3:39])[C:34]([CH3:40])=[CH:33][N:32]=3)=[N:28][C:24]=2[CH:23]=1.C(OO)(C)(C)C, predict the reaction product. The product is: [CH3:40][C:34]1[C:35]([O:38][CH3:39])=[C:36]([CH3:37])[C:31]([CH2:30][S:29]([C:27]2[NH:28][C:24]3[CH:23]=[C:22]([O:21][CH3:20])[CH:42]=[CH:41][C:25]=3[N:26]=2)=[O:10])=[N:32][CH:33]=1. (2) Given the reactants [Cl:1][C:2]1[CH:3]=[C:4]([N:13]2[C:17]3=[CH:18][C:19]4[O:23][N:22]=[C:21]([NH2:24])[C:20]=4[CH:25]=[C:16]3[N:15]=[C:14]2[C:26]([F:29])([F:28])[F:27])[CH:5]=[N:6][C:7]=1[O:8][CH2:9][CH:10]([CH3:12])[CH3:11].[CH:30]1([S:33](Cl)(=[O:35])=[O:34])[CH2:32][CH2:31]1, predict the reaction product. The product is: [Cl:1][C:2]1[CH:3]=[C:4]([N:13]2[C:17]3=[CH:18][C:19]4[O:23][N:22]=[C:21]([NH:24][S:33]([CH:30]5[CH2:32][CH2:31]5)(=[O:35])=[O:34])[C:20]=4[CH:25]=[C:16]3[N:15]=[C:14]2[C:26]([F:28])([F:27])[F:29])[CH:5]=[N:6][C:7]=1[O:8][CH2:9][CH:10]([CH3:11])[CH3:12].